Dataset: Catalyst prediction with 721,799 reactions and 888 catalyst types from USPTO. Task: Predict which catalyst facilitates the given reaction. (1) Reactant: [CH3:1][C:2]1[CH:3]=[CH:4][C:5]([C:14]([OH:16])=O)=[N:6][C:7]=1[O:8][CH2:9][C:10]([F:13])([F:12])[F:11].Cl.[CH3:18][O:19][C:20](=[O:25])[C:21]([CH3:24])([CH3:23])[NH2:22].CN(C(ON1N=NC2C=CC=NC1=2)=[N+](C)C)C.F[P-](F)(F)(F)(F)F.CCN(C(C)C)C(C)C. Product: [CH3:23][C:21]([NH:22][C:14](=[O:16])[C:5]1[CH:4]=[CH:3][C:2]([CH3:1])=[C:7]([O:8][CH2:9][C:10]([F:11])([F:12])[F:13])[N:6]=1)([CH3:24])[C:20]([O:19][CH3:18])=[O:25]. The catalyst class is: 3. (2) Reactant: Cl[C:2]1[N:7]=[C:6]([C:8]2[C:9]([C:19]3[CH:20]=[C:21]([NH:25][C:26](=[O:31])[C:27]([F:30])([F:29])[F:28])[CH:22]=[CH:23][CH:24]=3)=[N:10][N:11]3[CH:16]=[C:15]([O:17][CH3:18])[CH:14]=[CH:13][C:12]=23)[CH:5]=[CH:4][N:3]=1.Cl.Cl.[NH2:34][C:35]1[CH:36]=[C:37]([O:41][CH2:42][CH2:43][N:44]([CH3:46])[CH3:45])[CH:38]=[CH:39][CH:40]=1. Product: [CH3:45][N:44]([CH3:46])[CH2:43][CH2:42][O:41][C:37]1[CH:36]=[C:35]([NH:34][C:2]2[N:7]=[C:6]([C:8]3[C:9]([C:19]4[CH:20]=[C:21]([NH:25][C:26](=[O:31])[C:27]([F:29])([F:28])[F:30])[CH:22]=[CH:23][CH:24]=4)=[N:10][N:11]4[CH:16]=[C:15]([O:17][CH3:18])[CH:14]=[CH:13][C:12]=34)[CH:5]=[CH:4][N:3]=2)[CH:40]=[CH:39][CH:38]=1. The catalyst class is: 41. (3) Product: [CH3:1][O:2][C:3]1[CH:11]=[C:10]2[C:6](/[C:7](=[CH:13]/[C:15]3[NH:16][C:17]([CH3:35])=[C:18]([S:25]([C:28]4[CH:29]=[CH:30][C:31]([CH3:34])=[CH:32][CH:33]=4)(=[O:26])=[O:27])[C:19]=3[CH2:20][CH2:21][C:22]([OH:24])=[O:23])/[C:8](=[O:12])[NH:9]2)=[CH:5][CH:4]=1. Reactant: [CH3:1][O:2][C:3]1[CH:11]=[C:10]2[C:6]([CH2:7][C:8](=[O:12])[NH:9]2)=[CH:5][CH:4]=1.[CH:13]([C:15]1[NH:16][C:17]([CH3:35])=[C:18]([S:25]([C:28]2[CH:33]=[CH:32][C:31]([CH3:34])=[CH:30][CH:29]=2)(=[O:27])=[O:26])[C:19]=1[CH2:20][CH2:21][C:22]([OH:24])=[O:23])=O.N1CCCCC1. The catalyst class is: 8.